From a dataset of Full USPTO retrosynthesis dataset with 1.9M reactions from patents (1976-2016). Predict the reactants needed to synthesize the given product. (1) Given the product [CH:1]([O:3][CH2:4][CH2:5][C:16]1[CH:15]=[CH:14][CH:13]=[C:9]2[C:10]([NH:11][C:7](=[O:17])[C:8]=12)=[O:12])=[CH2:2], predict the reactants needed to synthesize it. The reactants are: [CH:1]([O:3][CH2:4][CH2:5]Cl)=[CH2:2].[C:7]1(=[O:17])[NH:11][C:10](=[O:12])[C:9]2=[CH:13][CH:14]=[CH:15][CH:16]=[C:8]12.[K].CN(C=O)C. (2) Given the product [F:1][C:2]1[CH:7]=[CH:6][CH:5]=[CH:4][C:3]=1[N:8]1[C:16]2[C:11](=[C:12]([N:17]3[CH2:21][CH2:20][N:19]([CH2:27][C:28]4[S:29][CH:30]=[C:31]([CH3:33])[N:32]=4)[C:18]3=[O:22])[CH:13]=[CH:14][CH:15]=2)[CH:10]=[N:9]1, predict the reactants needed to synthesize it. The reactants are: [F:1][C:2]1[CH:7]=[CH:6][CH:5]=[CH:4][C:3]=1[N:8]1[C:16]2[C:11](=[C:12]([N:17]3[CH2:21][CH2:20][NH:19][C:18]3=[O:22])[CH:13]=[CH:14][CH:15]=2)[CH:10]=[N:9]1.[H-].[Na+].Cl.Cl[CH2:27][C:28]1[S:29][CH:30]=[C:31]([CH3:33])[N:32]=1.